Dataset: Forward reaction prediction with 1.9M reactions from USPTO patents (1976-2016). Task: Predict the product of the given reaction. (1) Given the reactants [N:1]1[C:5]2[CH:6]=[CH:7][C:8]([C:10]([NH:12][NH2:13])=[O:11])=[CH:9][C:4]=2[NH:3][CH:2]=1.[Cl:14][C:15]1[CH:20]=[C:19]([Cl:21])[CH:18]=[CH:17][C:16]=1[CH2:22][CH2:23][C:24](O)=O, predict the reaction product. The product is: [Cl:14][C:15]1[CH:20]=[C:19]([Cl:21])[CH:18]=[CH:17][C:16]=1[CH2:22][CH2:23][C:24]1[O:11][C:10]([C:8]2[CH:7]=[CH:6][C:5]3[NH:1][CH:2]=[N:3][C:4]=3[CH:9]=2)=[N:12][N:13]=1. (2) Given the reactants [C:1]1([C:7]([CH:9]2[CH2:14][CH2:13][NH:12][CH2:11][CH2:10]2)=[O:8])[CH:6]=[CH:5][CH:4]=[CH:3][CH:2]=1.C(N(C(C)C)CC)(C)C.ClC(Cl)(O[C:28](=[O:34])OC(Cl)(Cl)Cl)Cl.[CH3:36][NH:37][C:38]1[CH:39]=[C:40]([CH3:44])[CH:41]=[CH:42][CH:43]=1, predict the reaction product. The product is: [CH3:36][N:37]([C:38]1[CH:39]=[C:40]([CH3:44])[CH:41]=[CH:42][CH:43]=1)[C:28]([N:12]1[CH2:13][CH2:14][CH:9]([C:7](=[O:8])[C:1]2[CH:2]=[CH:3][CH:4]=[CH:5][CH:6]=2)[CH2:10][CH2:11]1)=[O:34]. (3) The product is: [C:27]1([CH:7]([C:1]2[CH:2]=[CH:3][CH:4]=[CH:5][CH:6]=2)[N:8]2[C:16]3[C:11](=[CH:12][CH:13]=[CH:14][CH:15]=3)[C:10]3([C:20]4[CH:21]=[CH:22][C:23]([O:25][C@H:38]5[CH2:34][CH2:35][N:36]([C:39]([O:41][C:42]([CH3:45])([CH3:44])[CH3:43])=[O:40])[CH2:37]5)=[CH:24][C:19]=4[O:18][CH2:17]3)[C:9]2=[O:26])[CH:32]=[CH:31][CH:30]=[CH:29][CH:28]=1. Given the reactants [C:1]1([CH:7]([C:27]2[CH:32]=[CH:31][CH:30]=[CH:29][CH:28]=2)[N:8]2[C:16]3[C:11](=[CH:12][CH:13]=[CH:14][CH:15]=3)[C:10]3([C:20]4[CH:21]=[CH:22][C:23]([OH:25])=[CH:24][C:19]=4[O:18][CH2:17]3)[C:9]2=[O:26])[CH:6]=[CH:5][CH:4]=[CH:3][CH:2]=1.O[C@@H:34]1[CH2:38][CH2:37][N:36]([C:39]([O:41][C:42]([CH3:45])([CH3:44])[CH3:43])=[O:40])[CH2:35]1.C1(P(C2C=CC=CC=2)C2C=CC=CC=2)C=CC=CC=1.N(C(OCC)=O)=NC(OCC)=O, predict the reaction product. (4) Given the reactants [CH:1]([O:4][C:5](=[O:14])[C:6]1[CH:11]=[C:10]([CH3:12])[C:9](Cl)=[N:8][CH:7]=1)([CH3:3])[CH3:2].[CH2:15]([NH:17][CH2:18][CH3:19])[CH3:16], predict the reaction product. The product is: [CH:1]([O:4][C:5](=[O:14])[C:6]1[CH:11]=[C:10]([CH3:12])[C:9]([N:17]([CH2:18][CH3:19])[CH2:15][CH3:16])=[N:8][CH:7]=1)([CH3:3])[CH3:2]. (5) Given the reactants [Br:1][C:2]1[S:3][CH:4]=[C:5]([C:7]([O:9]CC)=[O:8])[N:6]=1.Cl, predict the reaction product. The product is: [Br:1][C:2]1[S:3][CH:4]=[C:5]([C:7]([OH:9])=[O:8])[N:6]=1. (6) Given the reactants [C:1]([O:5][C:6](=[O:16])[NH:7][CH2:8][C:9]1[CH:14]=[CH:13][CH:12]=[CH:11][C:10]=1Br)([CH3:4])([CH3:3])[CH3:2].P([O-])([O-])([O-])=O.[K+].[K+].[K+].[CH:25]1(P(C2CCCCC2)C2C=CC=CC=2C2C(OC)=CC=CC=2OC)[CH2:30]CCC[CH2:26]1.C(/B(O)O)=C/C, predict the reaction product. The product is: [CH:26](/[C:10]1[CH:11]=[CH:12][CH:13]=[CH:14][C:9]=1[CH2:8][NH:7][C:6](=[O:16])[O:5][C:1]([CH3:4])([CH3:3])[CH3:2])=[CH:25]/[CH3:30]. (7) Given the reactants [NH2:1][CH2:2][C:3]1[CH:11]=[CH:10][C:6]([C:7]([OH:9])=[O:8])=[CH:5][CH:4]=1.O=S(Cl)Cl.[CH3:16][S:17](Cl)(=[O:19])=[O:18].[CH3:21]O, predict the reaction product. The product is: [CH3:16][S:17]([NH:1][CH2:2][C:3]1[CH:4]=[CH:5][C:6]([C:7]([O:9][CH3:21])=[O:8])=[CH:10][CH:11]=1)(=[O:19])=[O:18].